Dataset: Reaction yield outcomes from USPTO patents with 853,638 reactions. Task: Predict the reaction yield, written as a fraction of the theoretical maximum amount of product (1.0 means a 100% yield; for example, 0.34 means a 34% yield). (1) The reactants are [C:1]([C:3]1[CH:4]=[C:5]([C:16]2[CH:21]=[CH:20][N:19]=[C:18]([NH:22][C:23]3[CH:32]=[CH:31][C:26]([C:27](OC)=[O:28])=[C:25]([O:33][CH3:34])[CH:24]=3)[N:17]=2)[CH:6]=[CH:7][C:8]=1[O:9][CH:10]1[CH2:15][CH2:14][O:13][CH2:12][CH2:11]1)#[N:2].[NH2:35]C1C=CC(C(OC)=O)=C(OC)C=1.Cl[C:49]1N=C(C2C=CC(OC3CCOCC3)=C(C=2)C#N)C=[CH:51][N:50]=1.C(=O)([O-])[O-].[Cs+].[Cs+].C1C=CC(P(C2C(C3C(P(C4C=CC=[CH:120][CH:121]=4)C4C=CC=CC=4)=CC=C4C=3C=CC=C4)=C3C(C=CC=C3)=CC=2)C2C=CC=CC=2)=CC=1. The catalyst is C([O-])(=O)C.[Pd+2].C([O-])(=O)C.C1(C)C=CC=CC=1. The product is [C:1]([C:3]1[CH:4]=[C:5]([C:16]2[CH:21]=[CH:20][N:19]=[C:18]([NH:22][C:23]3[CH:32]=[CH:31][C:26]([C:27]([NH:35][CH2:120][CH2:121][N:50]([CH3:51])[CH3:49])=[O:28])=[C:25]([O:33][CH3:34])[CH:24]=3)[N:17]=2)[CH:6]=[CH:7][C:8]=1[O:9][CH:10]1[CH2:11][CH2:12][O:13][CH2:14][CH2:15]1)#[N:2]. The yield is 0.720. (2) The reactants are [C:1]([NH:4][C:5]1[N:14]=[CH:13][C:12]2[C:11](SC)=[N:10][CH:9]=[N:8][C:7]=2[CH:6]=1)(=[O:3])[CH3:2].[CH2:17]([NH2:24])[C:18]1[CH:23]=[CH:22][CH:21]=[CH:20][CH:19]=1. No catalyst specified. The product is [C:1]([NH:4][C:5]1[N:14]=[CH:13][C:12]2[C:11]([NH:24][CH2:17][C:18]3[CH:23]=[CH:22][CH:21]=[CH:20][CH:19]=3)=[N:10][CH:9]=[N:8][C:7]=2[CH:6]=1)(=[O:3])[CH3:2]. The yield is 0.620.